Dataset: Peptide-MHC class I binding affinity with 185,985 pairs from IEDB/IMGT. Task: Regression. Given a peptide amino acid sequence and an MHC pseudo amino acid sequence, predict their binding affinity value. This is MHC class I binding data. (1) The peptide sequence is YLRKHIRAL. The MHC is BoLA-T2C with pseudo-sequence BoLA-T2C. The binding affinity (normalized) is 0.561. (2) The peptide sequence is NLGDKQDTF. The MHC is HLA-A30:01 with pseudo-sequence HLA-A30:01. The binding affinity (normalized) is 0.0847. (3) The peptide sequence is QPTLIGANA. The MHC is HLA-B51:01 with pseudo-sequence HLA-B51:01. The binding affinity (normalized) is 0.302.